Dataset: Peptide-MHC class II binding affinity with 134,281 pairs from IEDB. Task: Regression. Given a peptide amino acid sequence and an MHC pseudo amino acid sequence, predict their binding affinity value. This is MHC class II binding data. The peptide sequence is AYATAGTTVYGAFAA. The MHC is HLA-DQA10501-DQB10301 with pseudo-sequence HLA-DQA10501-DQB10301. The binding affinity (normalized) is 0.658.